From a dataset of Forward reaction prediction with 1.9M reactions from USPTO patents (1976-2016). Predict the product of the given reaction. (1) Given the reactants [Cl:1][C:2]1[CH:7]=[CH:6][CH:5]=[CH:4][C:3]=1[C:8]1[CH:9]=[C:10]([NH2:13])[NH:11][N:12]=1.[Na].[CH:15]([CH2:17][C:18](OCC)=O)=[O:16].Cl, predict the reaction product. The product is: [Cl:1][C:2]1[CH:7]=[CH:6][CH:5]=[CH:4][C:3]=1[C:8]1[CH:9]=[C:10]2[NH:13][CH:18]=[CH:17][C:15](=[O:16])[N:11]2[N:12]=1. (2) Given the reactants [OH-].[K+].[N:3]1[CH:8]=[CH:7][CH:6]=[C:5]([CH:9]=[O:10])[CH:4]=1.[N+:11]([CH2:13][C:14]([N:16]1[CH2:20][CH2:19][CH2:18][CH2:17]1)=[O:15])#[C-:12], predict the reaction product. The product is: [N:3]1[CH:8]=[CH:7][CH:6]=[C:5]([C@@H:9]2[O:10][CH:12]=[N:11][C@H:13]2[C:14]([N:16]2[CH2:20][CH2:19][CH2:18][CH2:17]2)=[O:15])[CH:4]=1. (3) Given the reactants [C:1]([O:5][C:6]([N:8]1[CH2:13][CH2:12][CH2:11][C@@H:10]([C:14](=[NH:17])[NH:15][OH:16])[CH2:9]1)=[O:7])([CH3:4])([CH3:3])[CH3:2].[F:18][C:19]1[CH:27]=[CH:26][C:22]([C:23](O)=O)=[CH:21][CH:20]=1.C1C=CC2N(O)N=NC=2C=1.CCN=C=NCCCN(C)C.Cl.C(N(CC)CC)C, predict the reaction product. The product is: [C:1]([O:5][C:6]([N:8]1[CH2:13][CH2:12][CH2:11][C@@H:10]([C:14]2[N:17]=[C:23]([C:22]3[CH:26]=[CH:27][C:19]([F:18])=[CH:20][CH:21]=3)[O:16][N:15]=2)[CH2:9]1)=[O:7])([CH3:4])([CH3:2])[CH3:3].